From a dataset of Full USPTO retrosynthesis dataset with 1.9M reactions from patents (1976-2016). Predict the reactants needed to synthesize the given product. Given the product [Cl:33][C:14]1[C:15]([O:31][CH3:32])=[CH:16][CH:17]=[C:18]2[C:13]=1[N:12]=[C:11]([N:5]1[CH:6]=[CH:7][C:3]([C:2]([F:9])([F:8])[F:1])=[N:4]1)[CH:20]=[C:19]2[O:21][CH2:22][C:23]1[CH:28]=[CH:27][C:26]([O:29][CH3:30])=[CH:25][CH:24]=1, predict the reactants needed to synthesize it. The reactants are: [F:1][C:2]([F:9])([F:8])[C:3]1[CH:7]=[CH:6][NH:5][N:4]=1.Cl[C:11]1[CH:20]=[C:19]([O:21][CH2:22][C:23]2[CH:28]=[CH:27][C:26]([O:29][CH3:30])=[CH:25][CH:24]=2)[C:18]2[C:13](=[C:14]([Cl:33])[C:15]([O:31][CH3:32])=[CH:16][CH:17]=2)[N:12]=1.COC1C(C)=C2C(C(OCC3C=CC(OC)=CC=3)=CC(N3C=CC(C(F)(F)F)=N3)=N2)=CC=1.